This data is from Forward reaction prediction with 1.9M reactions from USPTO patents (1976-2016). The task is: Predict the product of the given reaction. (1) Given the reactants [CH:1]1([CH2:7][CH2:8][C:9]([CH:11]2[CH2:13][CH2:12]2)=[O:10])[CH2:6][CH2:5][CH2:4][CH2:3][CH2:2]1.[Br:14]Br.S([O-])([O-])(=O)=S.[Na+].[Na+], predict the reaction product. The product is: [Br:14][CH:8]([CH2:7][CH:1]1[CH2:2][CH2:3][CH2:4][CH2:5][CH2:6]1)[C:9]([CH:11]1[CH2:13][CH2:12]1)=[O:10]. (2) Given the reactants [CH3:1][C@@H:2]1[C@@H:7]([NH:8][CH:9]2[CH2:14][CH2:13][CH:12]([C:15]3[CH:25]=[CH:24][C:18]([C:19]([O:21][CH2:22][CH3:23])=[O:20])=[CH:17][CH:16]=3)[CH2:11][CH2:10]2)[CH2:6][C@H:5]2[CH2:26][C@@H:3]1[C:4]2([CH3:28])[CH3:27].C(N(CC)CC)C.[C:36]1([CH2:42][CH2:43][C:44](Cl)=[O:45])[CH:41]=[CH:40][CH:39]=[CH:38][CH:37]=1, predict the reaction product. The product is: [C:36]1([CH2:42][CH2:43][C:44]([N:8]([CH:9]2[CH2:10][CH2:11][CH:12]([C:15]3[CH:16]=[CH:17][C:18]([C:19]([O:21][CH2:22][CH3:23])=[O:20])=[CH:24][CH:25]=3)[CH2:13][CH2:14]2)[C@H:7]2[CH2:6][C@H:5]3[CH2:26][C@H:3]([C:4]3([CH3:28])[CH3:27])[C@@H:2]2[CH3:1])=[O:45])[CH:41]=[CH:40][CH:39]=[CH:38][CH:37]=1.